From a dataset of Reaction yield outcomes from USPTO patents with 853,638 reactions. Predict the reaction yield, written as a fraction of the theoretical maximum amount of product (1.0 means a 100% yield; for example, 0.34 means a 34% yield). The reactants are O[CH:2]1[CH2:6][CH2:5][N:4]([C:7]([O:9][C:10]([CH3:13])([CH3:12])[CH3:11])=[O:8])[CH2:3]1.[CH3:14][S:15](Cl)(=[O:17])=[O:16]. The catalyst is C(Cl)Cl. The product is [CH3:14][S:15]([CH:2]1[CH2:6][CH2:5][N:4]([C:7]([O:9][C:10]([CH3:13])([CH3:12])[CH3:11])=[O:8])[CH2:3]1)(=[O:17])=[O:16]. The yield is 0.860.